Dataset: Full USPTO retrosynthesis dataset with 1.9M reactions from patents (1976-2016). Task: Predict the reactants needed to synthesize the given product. Given the product [CH2:39]([C:41]1[CH:42]=[C:43]([CH2:44][NH:45][C:31](=[O:33])[C:30]2[CH:34]=[CH:35][CH:36]=[N:37][C:29]=2[NH2:28])[CH:46]=[CH:47][CH:48]=1)[CH3:40], predict the reactants needed to synthesize it. The reactants are: CN([P+](ON1N=NC2C=CC=CC1=2)(N(C)C)N(C)C)C.F[P-](F)(F)(F)(F)F.[NH2:28][C:29]1[N:37]=[CH:36][CH:35]=[CH:34][C:30]=1[C:31]([OH:33])=O.Cl.[CH2:39]([C:41]1[CH:42]=[C:43]([CH:46]=[CH:47][CH:48]=1)[CH2:44][NH2:45])[CH3:40].C(=O)(O)[O-].[Na+].